This data is from Forward reaction prediction with 1.9M reactions from USPTO patents (1976-2016). The task is: Predict the product of the given reaction. (1) Given the reactants [N:1]1[C:8]([NH2:9])=[N:7][C:5]([NH2:6])=[N:4][C:2]=1[NH2:3].[CH3:10][O:11][CH:12]([O:15][CH3:16])[CH:13]=[O:14].[OH-].[Na+], predict the reaction product. The product is: [N:1]1[C:8]([NH2:9])=[N:7][C:5]([NH2:6])=[N:4][C:2]=1[NH2:3].[CH3:10][O:11][CH:12]([O:15][CH3:16])[CH:13]=[O:14]. (2) Given the reactants Cl[C:2]1[N:7]=[C:6]([NH:8][C:9]2[CH:18]=[CH:17][C:12]3[NH:13][C:14](=[O:16])NC=3C=2)[C:5](F)=[CH:4][N:3]=1.[CH3:20][N:21]1[CH2:26][CH2:25][N:24]([C:27]2[N:32]=[CH:31][C:30]([NH2:33])=[CH:29][CH:28]=2)[CH2:23][CH2:22]1.[C:34]([OH:40])([C:36](F)(F)F)=O.[CH3:41]C(O)C, predict the reaction product. The product is: [CH3:41][C:5]1[C:6]([NH:8][C:9]2[CH:18]=[CH:17][C:12]3[NH:13][C:14](=[O:16])[O:40][C:34]=3[CH:36]=2)=[N:7][C:2]([NH:33][C:30]2[CH:31]=[N:32][C:27]([N:24]3[CH2:25][CH2:26][N:21]([CH3:20])[CH2:22][CH2:23]3)=[CH:28][CH:29]=2)=[N:3][CH:4]=1. (3) Given the reactants Cl[C:2]1[C:11]2[C:6](=[CH:7][C:8]([C:14]3[C:15]([CH3:20])=[N:16][O:17][C:18]=3[CH3:19])=[C:9]([O:12][CH3:13])[CH:10]=2)[N:5]=[CH:4][C:3]=1[C:21]([NH2:23])=[O:22].[CH3:24][C:25]1[O:29][C:28]([CH2:30][NH2:31])=[CH:27][CH:26]=1, predict the reaction product. The product is: [CH3:20][C:15]1[C:14]([C:8]2[CH:7]=[C:6]3[C:11]([C:2]([NH:31][CH2:30][C:28]4[O:29][C:25]([CH3:24])=[CH:26][CH:27]=4)=[C:3]([C:21]([NH2:23])=[O:22])[CH:4]=[N:5]3)=[CH:10][C:9]=2[O:12][CH3:13])=[C:18]([CH3:19])[O:17][N:16]=1.